Predict the product of the given reaction. From a dataset of Forward reaction prediction with 1.9M reactions from USPTO patents (1976-2016). (1) The product is: [CH3:18][O:17][C:12]1[C:11]([C:8]2[N:6]3[N:7]=[C:2]([NH:19][C@@H:20]4[CH2:25][CH2:24][CH2:23][N:22]([C:26]([O:28][C:29]([CH3:32])([CH3:31])[CH3:30])=[O:27])[CH2:21]4)[CH:3]=[CH:4][C:5]3=[N:10][CH:9]=2)=[CH:16][CH:15]=[CH:14][N:13]=1. Given the reactants Cl[C:2]1[CH:3]=[CH:4][C:5]2[N:6]([C:8]([C:11]3[C:12]([O:17][CH3:18])=[N:13][CH:14]=[CH:15][CH:16]=3)=[CH:9][N:10]=2)[N:7]=1.[NH2:19][C@@H:20]1[CH2:25][CH2:24][CH2:23][N:22]([C:26]([O:28][C:29]([CH3:32])([CH3:31])[CH3:30])=[O:27])[CH2:21]1.C1(P(C2CCCCC2)C2C=CC=CC=2C2C(N(C)C)=CC=CC=2)CCCCC1.CC(C)([O-])C.[Na+], predict the reaction product. (2) Given the reactants [F:1][C:2]1[CH:7]=[C:6](B2OC(C)(C)C(C)(C)O2)[CH:5]=[CH:4][C:3]=1[C:17]1[CH:18]=[N:19][C:20]([NH2:23])=[N:21][CH:22]=1.Br[C:25]1[CH:30]=[CH:29][CH:28]=[CH:27][C:26]=1[S:31]([N:34]1[CH2:39][CH2:38][N:37]([C:40]([O:42][C:43]([CH3:46])([CH3:45])[CH3:44])=[O:41])[CH2:36][C@@H:35]1[CH3:47])(=[O:33])=[O:32], predict the reaction product. The product is: [NH2:23][C:20]1[N:21]=[CH:22][C:17]([C:3]2[CH:4]=[CH:5][C:6]([C:25]3[CH:30]=[CH:29][CH:28]=[CH:27][C:26]=3[S:31]([N:34]3[CH2:39][CH2:38][N:37]([C:40]([O:42][C:43]([CH3:46])([CH3:45])[CH3:44])=[O:41])[CH2:36][C@@H:35]3[CH3:47])(=[O:33])=[O:32])=[CH:7][C:2]=2[F:1])=[CH:18][N:19]=1. (3) Given the reactants [N-:1]=[N+:2]=[N-:3].[Na+].Cl[C:6]1[N:15]=[C:14]([C:16]2[CH:21]=[CH:20][CH:19]=[C:18]([Cl:22])[CH:17]=2)[C:13]2[C:8](=[CH:9][CH:10]=[C:11]([CH:23]([C:25]3[N:29]([CH3:30])[CH:28]=[N:27][CH:26]=3)[OH:24])[CH:12]=2)[N:7]=1, predict the reaction product. The product is: [Cl:22][C:18]1[CH:17]=[C:16]([C:14]2[C:13]3[C:8](=[CH:9][CH:10]=[C:11]([CH:23]([C:25]4[N:29]([CH3:30])[CH:28]=[N:27][CH:26]=4)[OH:24])[CH:12]=3)[N:1]3[N:2]=[N:3][N:7]=[C:6]3[N:15]=2)[CH:21]=[CH:20][CH:19]=1. (4) Given the reactants [C:1]([C:4]([C:16](=[O:18])[CH3:17])=[CH:5][C:6]1[CH:13]=[CH:12][C:9]([C:10]#[N:11])=[CH:8][C:7]=1[CH2:14][CH3:15])(=O)[CH3:2].[NH2:19][C:20]1[CH:25]=[CH:24][NH:23][C:22](=[O:26])[CH:21]=1, predict the reaction product. The product is: [C:16]([C:4]1[CH:5]([C:6]2[CH:13]=[CH:12][C:9]([C:10]#[N:11])=[CH:8][C:7]=2[CH2:14][CH3:15])[C:21]2[C:22](=[O:26])[NH:23][CH:24]=[CH:25][C:20]=2[NH:19][C:1]=1[CH3:2])(=[O:18])[CH3:17]. (5) Given the reactants O=[CH:2][CH2:3][CH2:4][CH2:5][C:6]([O:8][CH3:9])=[O:7].[C:10]([CH:15]=P(C1C=CC=CC=1)(C1C=CC=CC=1)C1C=CC=CC=1)([O:12][CH2:13]C)=[O:11], predict the reaction product. The product is: [C:10]([O:12][CH3:13])(=[O:11])/[CH:15]=[CH:2]/[CH2:3][CH2:4][CH2:5][C:6]([O:8][CH3:9])=[O:7]. (6) Given the reactants [Br:1][C:2]1[CH:10]=[CH:9][C:5]([C:6]([OH:8])=O)=[CH:4][C:3]=1[O:11][CH3:12].[F:13][C:14]1[CH:19]=[CH:18][CH:17]=[CH:16][C:15]=1[CH2:20][NH2:21], predict the reaction product. The product is: [Br:1][C:2]1[CH:10]=[CH:9][C:5]([C:6]([NH:21][CH2:20][C:15]2[CH:16]=[CH:17][CH:18]=[CH:19][C:14]=2[F:13])=[O:8])=[CH:4][C:3]=1[O:11][CH3:12].